Predict which catalyst facilitates the given reaction. From a dataset of Catalyst prediction with 721,799 reactions and 888 catalyst types from USPTO. (1) Product: [C:28]([O:32][C:33](=[O:60])[C:34]([S:37][C:38]1[S:39][CH:40]=[C:41]([CH2:43][CH2:44][N:45]([CH2:46][CH2:47][CH2:48][CH2:49][CH2:50][CH2:51][CH3:52])[C:53]2[N:58]=[CH:57][C:56]([N:61]3[CH2:66][CH2:65][O:64][CH2:63][CH2:62]3)=[CH:55][N:54]=2)[N:42]=1)([CH3:36])[CH3:35])([CH3:31])([CH3:30])[CH3:29]. Reactant: C(P(C(C)(C)C)C1C=CC=CC=1C1C=CC=CC=1)(C)(C)C.CC(C)([O-])C.[Na+].[C:28]([O:32][C:33](=[O:60])[C:34]([S:37][C:38]1[S:39][CH:40]=[C:41]([CH2:43][CH2:44][N:45]([C:53]2[N:58]=[CH:57][C:56](Br)=[CH:55][N:54]=2)[CH2:46][CH2:47][CH2:48][CH2:49][CH2:50][CH2:51][CH3:52])[N:42]=1)([CH3:36])[CH3:35])([CH3:31])([CH3:30])[CH3:29].[NH:61]1[CH2:66][CH2:65][O:64][CH2:63][CH2:62]1. The catalyst class is: 101. (2) The catalyst class is: 130. Product: [Cl:19][C:20]1[CH:21]=[CH:22][C:23]([OH:29])=[C:24](/[C:26](=[N:15]/[NH:14][C:12](=[O:13])[C:11]2[CH:16]=[CH:17][CH:18]=[C:9]([S:6]([N:1]3[CH2:2][CH2:3][CH2:4][CH2:5]3)(=[O:7])=[O:8])[CH:10]=2)/[CH3:27])[CH:25]=1. Reactant: [N:1]1([S:6]([C:9]2[CH:10]=[C:11]([CH:16]=[CH:17][CH:18]=2)[C:12]([NH:14][NH2:15])=[O:13])(=[O:8])=[O:7])[CH2:5][CH2:4][CH2:3][CH2:2]1.[Cl:19][C:20]1[CH:21]=[CH:22][C:23]([OH:29])=[C:24]([C:26](=O)[CH3:27])[CH:25]=1. (3) Reactant: [Cl:1][C:2]1[CH:7]=[CH:6][C:5]([NH:8][CH2:9][C:10]([F:13])([F:12])[F:11])=[CH:4][CH:3]=1.[C:14]([O:20][C:21]([CH3:24])([CH3:23])[CH3:22])(=[O:19])[CH2:15][C:16]([O-])=[O:17].Cl.CN(C)CCCN=C=NCC. Product: [C:21]([O:20][C:14](=[O:19])[CH2:15][C:16]([N:8]([C:5]1[CH:4]=[CH:3][C:2]([Cl:1])=[CH:7][CH:6]=1)[CH2:9][C:10]([F:11])([F:12])[F:13])=[O:17])([CH3:24])([CH3:23])[CH3:22]. The catalyst class is: 124. (4) Reactant: [CH3:1][NH:2][CH2:3][C@@H:4]([C@H:6]([C@@H:8]([C@@H:10]([CH2:12][OH:13])[OH:11])[OH:9])[OH:7])[OH:5].CO[C:16](=[O:28])[CH2:17][CH2:18][CH2:19][CH2:20][CH2:21][CH2:22][CH2:23][CH2:24][CH2:25][CH2:26][CH3:27].C[O-].[Na+]. Product: [C:16]([N:2]([CH3:1])[CH2:3][C@@H:4]([C@H:6]([C@@H:8]([C@@H:10]([CH2:12][OH:13])[OH:11])[OH:9])[OH:7])[OH:5])(=[O:28])[CH2:17][CH2:18][CH2:19][CH2:20][CH2:21][CH2:22][CH2:23][CH2:24][CH2:25][CH2:26][CH3:27]. The catalyst class is: 5. (5) Reactant: [H-].[Al+3].[Li+].[H-].[H-].[H-].C(N1CCNCC1)C.C([O:17][C:18](=O)[C:19]1[CH:24]=[CH:23][C:22]([C:25]2[NH:42][C:28]3[N:29]=[CH:30][N:31]=[C:32]([NH:33][C@@H:34]([C:36]4[CH:41]=[CH:40][CH:39]=[CH:38][CH:37]=4)[CH3:35])[C:27]=3[CH:26]=2)=[CH:21][CH:20]=1)C.Cl. Product: [C:36]1([C@H:34]([NH:33][C:32]2[C:27]3[CH:26]=[C:25]([C:22]4[CH:21]=[CH:20][C:19]([CH:18]=[O:17])=[CH:24][CH:23]=4)[NH:42][C:28]=3[N:29]=[CH:30][N:31]=2)[CH3:35])[CH:37]=[CH:38][CH:39]=[CH:40][CH:41]=1. The catalyst class is: 30. (6) Reactant: O.[NH2:2][NH2:3].[Cl:4][C:5]1[CH:6]=[C:7]([CH:25]=[CH:26][C:27]=1[Cl:28])[CH2:8][C:9]1[C:14](=[O:15])[NH:13][C:12]([CH2:16][C:17]([O:19]C)=O)=[N:11][C:10]=1[C:21]([F:24])([F:23])[F:22]. Product: [Cl:4][C:5]1[CH:6]=[C:7]([CH:25]=[CH:26][C:27]=1[Cl:28])[CH2:8][C:9]1[C:14](=[O:15])[NH:13][C:12]([CH2:16][C:17]([NH:2][NH2:3])=[O:19])=[N:11][C:10]=1[C:21]([F:24])([F:23])[F:22]. The catalyst class is: 1.